Dataset: Forward reaction prediction with 1.9M reactions from USPTO patents (1976-2016). Task: Predict the product of the given reaction. (1) Given the reactants [Br:1][C:2]1[N:7]=[C:6]([C:8](=[O:11])[NH:9][CH3:10])[C:5]([NH:12][C:13]2[C:18]([C:19]([F:22])([F:21])[F:20])=[CH:17][N:16]=[C:15]([NH:23][C:24]3[CH:56]=[CH:55][C:27]([CH2:28][P:29](=[O:54])([O:33][CH2:34][C:35]4([CH2:39][N:40]5[CH:44]=[C:43]([B:45]6[O:49][C:48]([CH3:51])([CH3:50])[C:47]([CH3:53])([CH3:52])[O:46]6)[CH:42]=[N:41]5)COC4)[O:30][CH2:31][CH3:32])=[CH:26][C:25]=3[O:57][CH3:58])[N:14]=2)=[CH:4][CH:3]=1.Br[C:60]1N=C(C(=O)NC)C(NC2C(C(F)(F)F)=CN=C(NC3C=CC(CP(=O)(O)OC(C)C)=CC=3OC)N=2)=CC=1, predict the reaction product. The product is: [Br:1][C:2]1[N:7]=[C:6]([C:8](=[O:11])[NH:9][CH3:10])[C:5]([NH:12][C:13]2[C:18]([C:19]([F:21])([F:22])[F:20])=[CH:17][N:16]=[C:15]([NH:23][C:24]3[CH:56]=[CH:55][C:27]([CH2:28][P:29](=[O:54])([O:33][CH2:34][CH2:35][CH2:39][N:40]4[CH:44]=[C:43]([B:45]5[O:46][C:47]([CH3:53])([CH3:52])[C:48]([CH3:50])([CH3:51])[O:49]5)[CH:42]=[N:41]4)[O:30][CH:31]([CH3:32])[CH3:60])=[CH:26][C:25]=3[O:57][CH3:58])[N:14]=2)=[CH:4][CH:3]=1. (2) Given the reactants [CH3:1][C:2]1[C:7]([C:8]([F:11])([F:10])[F:9])=[CH:6][CH:5]=[CH:4][C:3]=1[N+:12]([O-:14])=[O:13].[Br:15]N1C(C)(C)C(=O)N(Br)C1=O, predict the reaction product. The product is: [Br:15][C:5]1[CH:6]=[C:7]([C:8]([F:11])([F:10])[F:9])[C:2]([CH3:1])=[C:3]([N+:12]([O-:14])=[O:13])[CH:4]=1. (3) Given the reactants I[C:2]1[CH:8]=[CH:7][CH:6]=[CH:5][C:3]=1[NH2:4].[C:9]([C:11]1[CH:16]=[CH:15][C:14]([CH3:17])=[CH:13][CH:12]=1)#[CH:10].O, predict the reaction product. The product is: [CH3:17][C:14]1[CH:15]=[CH:16][C:11]([C:9]#[C:10][C:2]2[CH:8]=[CH:7][CH:6]=[CH:5][C:3]=2[NH2:4])=[CH:12][CH:13]=1. (4) Given the reactants [N+:1]([C:4]1[CH:5]=[CH:6][C:7]([NH:10][CH2:11][C:12]2[CH:17]=[CH:16][CH:15]=[CH:14][N:13]=2)=[N:8][CH:9]=1)([O-])=O, predict the reaction product. The product is: [N:13]1[CH:14]=[CH:15][CH:16]=[CH:17][C:12]=1[CH2:11][NH:10][C:7]1[CH:6]=[CH:5][C:4]([NH2:1])=[CH:9][N:8]=1. (5) Given the reactants C1(P(C2CCCCC2)C2C=CC=CC=2C2C(C(C)C)=CC(C(C)C)=CC=2C(C)C)CCCCC1.[O:35]1[CH2:40][CH2:39][N:38]([C:41]2[C:46]([NH2:47])=[CH:45][C:44]([N:48]3[CH2:53][CH2:52][O:51][CH2:50][CH2:49]3)=[CH:43][N:42]=2)[CH2:37][CH2:36]1.Cl[C:55]1[C:64]2[C:59](=[C:60]([F:66])[CH:61]=[C:62]([F:65])[CH:63]=2)[N:58]=[C:57]([C:67]2[CH:72]=[CH:71][CH:70]=[CH:69][N:68]=2)[C:56]=1[CH3:73].CC(C)([O-])C.[Na+], predict the reaction product. The product is: [O:35]1[CH2:40][CH2:39][N:38]([C:41]2[C:46]([NH:47][C:55]3[C:64]4[C:59](=[C:60]([F:66])[CH:61]=[C:62]([F:65])[CH:63]=4)[N:58]=[C:57]([C:67]4[CH:72]=[CH:71][CH:70]=[CH:69][N:68]=4)[C:56]=3[CH3:73])=[CH:45][C:44]([N:48]3[CH2:49][CH2:50][O:51][CH2:52][CH2:53]3)=[CH:43][N:42]=2)[CH2:37][CH2:36]1. (6) The product is: [C:40]([C@H:10]1[CH2:9][CH:8]([CH2:7][C:4]2[CH:5]=[CH:6][C:1]([C:50]3[CH:55]=[CH:54][CH:53]=[CH:52][CH:51]=3)=[CH:2][CH:3]=2)[N:12]([CH2:13][N:30]2[CH2:31][CH2:32][CH2:33][CH2:35]2)[C:11]1=[O:22])(=[O:47])[C:41]1[CH:42]=[CH:43][CH:44]=[CH:45][CH:46]=1. Given the reactants [C:1]1(C2C=CC=CC=2)[CH:6]=[CH:5][C:4]([CH2:7][C@H:8]2[N:12]([CH2:13]C3C=CC(OC)=CC=3)[C:11](=[O:22])[CH2:10][CH2:9]2)=[CH:3][CH:2]=1.C[N:30]1[C:35](=O)N(C)[CH2:33][CH2:32][CH2:31]1.CO[C:40](=[O:47])[C:41]1[CH:46]=[CH:45][CH:44]=[CH:43][CH:42]=1.[H-].[Na+].[C:50]1(C)[CH:55]=[CH:54][CH:53]=[CH:52][CH:51]=1, predict the reaction product.